Dataset: Full USPTO retrosynthesis dataset with 1.9M reactions from patents (1976-2016). Task: Predict the reactants needed to synthesize the given product. (1) Given the product [C:21]1([C:30]2[CH:31]=[CH:32][CH:33]=[CH:34][CH:35]=2)[CH:22]=[CH:23][C:24]([C@H:27]([NH:29][C:2]2[N:7]=[C:6]([N:8]3[C@H:12]([C:13]4[CH:18]=[CH:17][CH:16]=[CH:15][CH:14]=4)[CH2:11][O:10][C:9]3=[O:19])[CH:5]=[CH:4][N:3]=2)[CH3:28])=[CH:25][CH:26]=1.[C:21]1([C:30]2[CH:31]=[CH:32][CH:33]=[CH:34][CH:35]=2)[CH:22]=[CH:23][C:24]([C@@H:27]([NH:29][C:2]2[N:7]=[C:6]([N:8]3[C@H:12]([C:13]4[CH:18]=[CH:17][CH:16]=[CH:15][CH:14]=4)[CH2:11][O:10][C:9]3=[O:19])[CH:5]=[CH:4][N:3]=2)[CH3:28])=[CH:25][CH:26]=1, predict the reactants needed to synthesize it. The reactants are: Cl[C:2]1[N:7]=[C:6]([N:8]2[C@H:12]([C:13]3[CH:18]=[CH:17][CH:16]=[CH:15][CH:14]=3)[CH2:11][O:10][C:9]2=[O:19])[CH:5]=[CH:4][N:3]=1.Cl.[C:21]1([C:30]2[CH:35]=[CH:34][CH:33]=[CH:32][CH:31]=2)[CH:26]=[CH:25][C:24]([CH:27]([NH2:29])[CH3:28])=[CH:23][CH:22]=1.CCN(C(C)C)C(C)C. (2) Given the product [N:1]1[CH:2]=[CH:3][C:4]([C:7]2[S:8][CH:9]=[C:10]([NH:17][C:20]([O:49][C:45]([CH3:48])([CH3:47])[CH3:46])=[O:29])[N:11]=2)=[CH:5][CH:6]=1, predict the reactants needed to synthesize it. The reactants are: [N:1]1[CH:6]=[CH:5][C:4]([C:7]2[S:8][CH:9]=[C:10](C(O)=O)[N:11]=2)=[CH:3][CH:2]=1.C([N:17]([CH2:20]C)CC)C.C1(P(N=[N+]=[N-])(C2C=CC=CC=2)=[O:29])C=CC=CC=1.C(OCC)(=O)C.[C:45]([OH:49])([CH3:48])([CH3:47])[CH3:46]. (3) Given the product [F:68][C:69]([F:74])([F:73])[C:70]([OH:72])=[O:71].[NH2:49][C@@H:23]1[C:22](=[O:57])[N:21]2[CH2:58][C@H:18]([O:17][C:15]3[CH:14]=[C:13]([C:59]4[CH:64]=[N:63][CH:62]=[CH:61][N:60]=4)[N:12]=[C:11]([C:8]4[CH:9]=[CH:10][C:5]([O:4][CH:1]([CH3:3])[CH3:2])=[CH:6][CH:7]=4)[CH:16]=3)[CH2:19][C@H:20]2[C:34](=[O:35])[NH:33][C@:32]2([C:37]([NH:38][S:39]([C:42]3([CH3:45])[CH2:44][CH2:43]3)(=[O:40])=[O:41])=[O:46])[CH2:36][C@H:31]2[CH:30]=[CH:29][CH2:28][CH2:27][CH:26]([CH3:47])[CH2:25][C@H:24]1[CH3:48], predict the reactants needed to synthesize it. The reactants are: [CH:1]([O:4][C:5]1[CH:10]=[CH:9][C:8]([C:11]2[CH:16]=[C:15]([O:17][C@H:18]3[CH2:58][N:21]4[C:22](=[O:57])[C@@H:23]([NH:49]C(=O)OC(C)(C)C)[C@H:24]([CH3:48])[CH2:25][CH:26]([CH3:47])[CH2:27][CH2:28][CH:29]=[CH:30][C@@H:31]5[CH2:36][C@@:32]5([C:37](=[O:46])[NH:38][S:39]([C:42]5([CH3:45])[CH2:44][CH2:43]5)(=[O:41])=[O:40])[NH:33][C:34](=[O:35])[C@@H:20]4[CH2:19]3)[CH:14]=[C:13]([C:59]3[CH:64]=[N:63][CH:62]=[CH:61][N:60]=3)[N:12]=2)=[CH:7][CH:6]=1)([CH3:3])[CH3:2].C(Cl)Cl.[F:68][C:69]([F:74])([F:73])[C:70]([OH:72])=[O:71]. (4) The reactants are: [F:1][C:2]1[CH:10]=[C:9]([CH3:11])[C:5]([C:6]([OH:8])=[O:7])=[C:4]([I:12])[CH:3]=1.[C:13]([O-])([O-])=O.[K+].[K+].CI. Given the product [CH3:13][O:7][C:6](=[O:8])[C:5]1[C:9]([CH3:11])=[CH:10][C:2]([F:1])=[CH:3][C:4]=1[I:12], predict the reactants needed to synthesize it.